From a dataset of CYP3A4 inhibition data for predicting drug metabolism from PubChem BioAssay. Regression/Classification. Given a drug SMILES string, predict its absorption, distribution, metabolism, or excretion properties. Task type varies by dataset: regression for continuous measurements (e.g., permeability, clearance, half-life) or binary classification for categorical outcomes (e.g., BBB penetration, CYP inhibition). Dataset: cyp3a4_veith. The compound is COc1ncc2nc(C)c(=O)n(C)c2n1. The result is 0 (non-inhibitor).